Dataset: Full USPTO retrosynthesis dataset with 1.9M reactions from patents (1976-2016). Task: Predict the reactants needed to synthesize the given product. The reactants are: C([O:4][C@@H:5]1[C@@H:18]([O:19]C(=O)C)[C@H:17]([O:23]C(=O)C)[CH2:16][S:15][C@H:6]1[O:7][C:8]1[CH:13]=[CH:12][C:11](I)=[CH:10][CH:9]=1)(=O)C.[CH3:27][C:28]1[C:32](B(O)O)=[C:31]([CH3:36])[O:30][N:29]=1. Given the product [O:7]([C:8]1[CH:9]=[CH:10][C:11]([C:32]2[C:28]([CH3:27])=[N:29][O:30][C:31]=2[CH3:36])=[CH:12][CH:13]=1)[C@@H:6]1[S:15][CH2:16][C@@H:17]([OH:23])[C@H:18]([OH:19])[C@H:5]1[OH:4], predict the reactants needed to synthesize it.